The task is: Predict the product of the given reaction.. This data is from Forward reaction prediction with 1.9M reactions from USPTO patents (1976-2016). (1) Given the reactants C(OC([N:8]1[CH2:12][C@@H:11]([CH2:13][N:14]([CH:31]([CH3:33])[CH3:32])[C:15](=[O:30])[C:16]2[CH:21]=[CH:20][C:19]([O:22][CH3:23])=[C:18]([O:24][CH2:25][CH2:26][CH2:27][O:28][CH3:29])[CH:17]=2)[C@H:10]([NH2:34])[CH2:9]1)=O)(C)(C)C.[CH:35]1([CH2:40][S:41](Cl)(=[O:43])=[O:42])[CH2:39][CH2:38][CH2:37][CH2:36]1.CC#N.O.CC#N, predict the reaction product. The product is: [CH:35]1([CH2:40][S:41]([NH:34][C@@H:10]2[CH2:9][NH:8][CH2:12][C@H:11]2[CH2:13][N:14]([CH:31]([CH3:33])[CH3:32])[C:15](=[O:30])[C:16]2[CH:21]=[CH:20][C:19]([O:22][CH3:23])=[C:18]([O:24][CH2:25][CH2:26][CH2:27][O:28][CH3:29])[CH:17]=2)(=[O:43])=[O:42])[CH2:39][CH2:38][CH2:37][CH2:36]1. (2) The product is: [Br:20][C:18]1[CH:17]=[CH:16][C:15]([F:21])=[C:14]([C:8]([NH:7][C:6](=[O:22])[CH:30]([Cl:29])[CH3:31])([CH2:12][OH:13])[CH:9]([F:10])[F:11])[CH:19]=1. Given the reactants C(O[C:6](=[O:22])[NH:7][C:8]([C:14]1[CH:19]=[C:18]([Br:20])[CH:17]=[CH:16][C:15]=1[F:21])([CH2:12][OH:13])[CH:9]([F:11])[F:10])(C)(C)C.C([O-])([O-])=O.[Na+].[Na+].[Cl:29][CH:30](C)[C:31](Cl)=O, predict the reaction product.